This data is from Forward reaction prediction with 1.9M reactions from USPTO patents (1976-2016). The task is: Predict the product of the given reaction. (1) The product is: [Cl:17][C:18]1[CH:26]=[CH:22][C:21]([O:27][CH3:28])=[C:20]([C:10](=[O:12])[CH2:9][C:8]([O:14][CH2:15][CH3:16])=[O:13])[CH:19]=1. Given the reactants [O-]CC.[Mg+2].[O-]CC.[C:8]([O:14][CH2:15][CH3:16])(=[O:13])[CH2:9][C:10]([OH:12])=O.[Cl:17][C:18]1[CH:19]=[CH:20][C:21]([O:27][CH3:28])=[C:22]([CH:26]=1)C(O)=O.C(N1C=CN=C1)(N1C=CN=C1)=O, predict the reaction product. (2) Given the reactants [Cl:1][C:2]1[C:7]([NH:8]C(OC(C)(C)C)=O)=[CH:6][C:5]([C:16]#[N:17])=[CH:4][C:3]=1[N:18]1[CH2:23][CH2:22][C@@H:21]([NH:24][C:25](=[O:28])[O:26][CH3:27])[C@H:20]([O:29][Si:30]([CH:37]([CH3:39])[CH3:38])([CH:34]([CH3:36])[CH3:35])[CH:31]([CH3:33])[CH3:32])[CH2:19]1.C(O)(C(F)(F)F)=O, predict the reaction product. The product is: [NH2:8][C:7]1[C:2]([Cl:1])=[C:3]([N:18]2[CH2:23][CH2:22][C@@H:21]([NH:24][C:25](=[O:28])[O:26][CH3:27])[C@H:20]([O:29][Si:30]([CH:34]([CH3:36])[CH3:35])([CH:37]([CH3:39])[CH3:38])[CH:31]([CH3:33])[CH3:32])[CH2:19]2)[CH:4]=[C:5]([C:16]#[N:17])[CH:6]=1. (3) Given the reactants [C:1]([O:5][C:6]([N:8]1[C:17]2[C:12](=[N:13][C:14]([O:18][CH3:19])=[CH:15][CH:16]=2)[C@@H:11]([NH:20]C(O[C@@H](C2C=CC=CC=2)C)=O)[CH2:10][C@H:9]1[CH2:32][CH3:33])=[O:7])([CH3:4])([CH3:3])[CH3:2], predict the reaction product. The product is: [C:1]([O:5][C:6]([N:8]1[C:17]2[C:12](=[N:13][C:14]([O:18][CH3:19])=[CH:15][CH:16]=2)[C@@H:11]([NH2:20])[CH2:10][C@H:9]1[CH2:32][CH3:33])=[O:7])([CH3:4])([CH3:3])[CH3:2]. (4) Given the reactants [NH:1]1[C:5]2=[N:6][CH:7]=[CH:8][CH:9]=[C:4]2[CH:3]=[CH:2]1.Cl.[CH3:11][NH:12][CH3:13].[CH2:14]=O, predict the reaction product. The product is: [CH3:11][N:12]([CH3:14])[CH2:13][C:3]1[C:4]2[C:5](=[N:6][CH:7]=[CH:8][CH:9]=2)[NH:1][CH:2]=1. (5) Given the reactants [NH2:1][C:2]1[C:11]([O:12][CH3:13])=[CH:10][C:5]([C:6]([O:8]C)=[O:7])=[C:4]([F:14])[CH:3]=1.[OH-].[Na+], predict the reaction product. The product is: [NH2:1][C:2]1[C:11]([O:12][CH3:13])=[CH:10][C:5]([C:6]([OH:8])=[O:7])=[C:4]([F:14])[CH:3]=1. (6) Given the reactants [OH2:1].[OH-].[Li+].Cl.[NH2:5]O.[Cl:7][C:8]1[CH:9]=[CH:10][C:11]2[N:12]([N:14]=[C:15]([C:28]3[CH:33]=[CH:32][CH:31]=[CH:30][CH:29]=3)[C:16]=2[CH2:17][C:18]2[N:23]=[C:22]([C:24]([O:26]C)=O)[CH:21]=[CH:20][CH:19]=2)[CH:13]=1.Cl, predict the reaction product. The product is: [Cl:7][C:8]1[CH:9]=[CH:10][C:11]2[N:12]([N:14]=[C:15]([C:28]3[CH:33]=[CH:32][CH:31]=[CH:30][CH:29]=3)[C:16]=2[CH2:17][C:18]2[N:23]=[C:22]([C:24]([NH:5][OH:1])=[O:26])[CH:21]=[CH:20][CH:19]=2)[CH:13]=1. (7) Given the reactants [Cl:1][C:2]1[N:3]=[CH:4][C:5]2[NH:11][C:10](=[O:12])[C:9]([F:14])([F:13])[CH2:8][N:7]([CH2:15][CH2:16][C:17]3[CH:22]=[CH:21][CH:20]=[CH:19][CH:18]=3)[C:6]=2[N:23]=1.[C:24](=O)([O-])[O-].[Cs+].[Cs+].IC, predict the reaction product. The product is: [Cl:1][C:2]1[N:3]=[CH:4][C:5]2[N:11]([CH3:24])[C:10](=[O:12])[C:9]([F:14])([F:13])[CH2:8][N:7]([CH2:15][CH2:16][C:17]3[CH:18]=[CH:19][CH:20]=[CH:21][CH:22]=3)[C:6]=2[N:23]=1. (8) The product is: [N:2]1[C:9]2[C:10]3[CH:21]=[CH:20][CH:19]=[CH:18][C:11]=3[CH2:12][CH2:13][C:14]=2[CH:15]=[CH:16][CH:7]=1. Given the reactants Cl.[NH2:2]O.C(O[CH:7]1[CH:16](C)[CH2:15][C:14]2[CH2:13][CH2:12][C:11]3[CH:18]=[CH:19][CH:20]=[CH:21][C:10]=3[C:9]=2O1)C, predict the reaction product. (9) Given the reactants [C:1](#[N:10])[CH:2]=[CH:3][C:4]1[CH:9]=[CH:8][CH:7]=[CH:6][CH:5]=1.[CH3:11][C:12]1[NH:16][N:15]=[C:14]([NH2:17])[CH:13]=1.[NH:18]1[CH2:23][CH2:22][O:21][CH2:20][CH2:19]1, predict the reaction product. The product is: [CH3:11][C:12]1[NH:16][N:15]=[C:14]([NH:17][C:3]2[CH:2]=[C:1]([N:18]3[CH2:23][CH2:22][O:21][CH2:20][CH2:19]3)[N:10]=[C:1]([CH:2]=[CH:3][C:4]3[CH:9]=[CH:8][CH:7]=[CH:6][CH:5]=3)[N:10]=2)[CH:13]=1.